From a dataset of Peptide-MHC class I binding affinity with 185,985 pairs from IEDB/IMGT. Regression. Given a peptide amino acid sequence and an MHC pseudo amino acid sequence, predict their binding affinity value. This is MHC class I binding data. (1) The peptide sequence is DEFIQRYKL. The MHC is HLA-B44:03 with pseudo-sequence HLA-B44:03. The binding affinity (normalized) is 0.161. (2) The peptide sequence is TVTNKEGVKI. The MHC is HLA-A02:01 with pseudo-sequence HLA-A02:01. The binding affinity (normalized) is 0.264. (3) The peptide sequence is FLKEMGGL. The MHC is HLA-A68:01 with pseudo-sequence HLA-A68:01. The binding affinity (normalized) is 0. (4) The peptide sequence is VTARWLWGF. The MHC is HLA-A01:01 with pseudo-sequence HLA-A01:01. The binding affinity (normalized) is 0.171. (5) The peptide sequence is SLNSMYTRLR. The MHC is HLA-A03:01 with pseudo-sequence HLA-A03:01. The binding affinity (normalized) is 0.644. (6) The peptide sequence is SLLSLREVK. The MHC is HLA-A03:01 with pseudo-sequence HLA-A03:01. The binding affinity (normalized) is 0.490. (7) The peptide sequence is IEELREHLL. The MHC is HLA-B40:01 with pseudo-sequence HLA-B40:01. The binding affinity (normalized) is 0.369. (8) The peptide sequence is PSKKHWLGK. The MHC is HLA-B15:01 with pseudo-sequence HLA-B15:01. The binding affinity (normalized) is 0.0847.